This data is from Experimentally validated miRNA-target interactions with 360,000+ pairs, plus equal number of negative samples. The task is: Binary Classification. Given a miRNA mature sequence and a target amino acid sequence, predict their likelihood of interaction. (1) The miRNA is hsa-miR-6849-5p with sequence GAGUGGAUAGGGGAGUGUGUGGA. The protein sequence of the target gene is MGRPAPRPLLLALLSLAVCRGRVVRVPAGTLVRVVGTELVIPCNVSDYDGPSEQNFDWSFSSSGSSFVELASTWEVGFPAQLYRERLQRGDILLRRTANDAVELHIKNVQPSDQGHYKCSTPSTDATVQGNYEDTVQVKVLADALVVGPSSRPPPGLSLREGEPFELRCIASTTSPLHTHLALRWELHRGPVHRSILALSHEGRFHPGPGYEQRYHSGDVRLDTVGSDAYRLSVARALSADQGSYRCVVSEWITEQGSWQEIQEKAVEVATVVIQPTALQLAVPRTVSVTEGKDLDLSCN.... Result: 0 (no interaction). (2) The miRNA is hsa-miR-7844-5p with sequence AAAACUAGGACUGUGUGGUGUA. The protein sequence of the target gene is MVRPQDTVAYEDLSEDYTQKKWKGLALSQRALHWNMMLENDRSMASLGRNMMESSELTPKQEIFKGSESSNSTSGGLFGVVPGGTETGDVCEDTFKELEGQPSNEEGSRLESDFLEIIDEDKKKSTKDRYEEYKEVEEHPPLSSSPVEHEGVLKGQKSYRCDECGKAFYWSSHLIGHRRIHTGEKPYECNECGKTFRQTSQLIVHLRTHTGEKPYECSECGKAYRHSSHLIQHQRLHNGEKPYKCNECAKAFNQSSKLFDHQRTHTGEKPYECKECGAAFSRSKNLVRHQFLHTGKKPYK.... Result: 0 (no interaction). (3) The miRNA is hsa-miR-5186 with sequence AGAGAUUGGUAGAAAUCAGGU. The protein sequence of the target gene is MIGCGACEPKVKMAGGQAAAALPTWKMAARRSLSARGRGILQAAAGRLLPLLLLSCCCGAGGCAAVGENEETVIIGLRLEDTNDVSFMEGGALRVSERTRVKLRVYGQNINNETWSRIAFTEHERRRHSPGERGLGGPAPPEPDSGPQRCGIRTSDIIILPHIILNRRTSGIIEIEIKPLRKMEKSKSYYLCTSLSTPALGAGGSGSTGGAVGGKGGSGVAGLPPPPWAETTWIYHDGEDTKMIVGEEKKFLLPFWLQVIFISLLLCLSGMFSGLNLGLMALDPMELRIVQNCGTEKEKN.... Result: 1 (interaction). (4) The miRNA is hsa-miR-135b-3p with sequence AUGUAGGGCUAAAAGCCAUGGG. The protein sequence of the target gene is MAAAEPSPRRVGFVGAGRMAGAIAQGLIRAGKVEAQHILASAPTDRNLCHFQALGCRTTHSNQEVLQSCLLVIFATKPHVLPAVLAEVAPVVTTEHILVSVAAGVSLSTLEELLPPNTRVLRVLPNLPCVVQEGAIVMARGRHVGSSETKLLQHLLEACGRCEEVPEAYVDIHTGLSGSGVAFVCAFSEALAEGAVKMGMPSSLAHRIAAQTLLGTAKMLLHEGQHPAQLRSDVCTPGGTTIYGLHALEQGGLRAATMSAVEAATCRAKELSRK. Result: 0 (no interaction). (5) The protein sequence of the target gene is MEFPFDVDALFPERITVLDQHLRPPARRPGTTTPARVDLQQQIMTIIDELGKASAKAQNLSAPITSASRMQSNRHVVYILKDSSARPAGKGAIIGFIKVGYKKLFVLDDREAHNEVEPLCILDFYIHESVQRHGHGRELFQYMLQKERVEPHQLAIDRPSQKLLKFLNKHYNLETTVPQVNNFVIFEGFFAHQHRPPAPSLRATRHSRAAAVDPTPAAPARKLPPKRAEGDIKPYSSSDREFLKVAVEPPWPLNRAPRRATPPAHPPPRSSSLGNSPERGPLRPFVPEQELLRSLRLCPP.... Result: 1 (interaction). The miRNA is hsa-miR-4649-5p with sequence UGGGCGAGGGGUGGGCUCUCAGAG.